This data is from Reaction yield outcomes from USPTO patents with 853,638 reactions. The task is: Predict the reaction yield, written as a fraction of the theoretical maximum amount of product (1.0 means a 100% yield; for example, 0.34 means a 34% yield). (1) The reactants are [N:1]([O-:3])=[O:2].[Na+].[CH:5]1([C:8]2[C:17]3[C:12](=[CH:13][CH:14]=[CH:15][CH:16]=3)[CH:11]=[CH:10][CH:9]=2)[CH2:7][CH2:6]1.O. The catalyst is CCOC(C)=O. The product is [CH:5]1([C:8]2[C:17]3[C:12](=[CH:13][CH:14]=[CH:15][CH:16]=3)[C:11]([N+:1]([O-:3])=[O:2])=[CH:10][CH:9]=2)[CH2:7][CH2:6]1. The yield is 0.640. (2) The product is [F:2][C:3]1([F:9])[CH2:8][CH2:7][N:6]([CH2:17][C:18]#[N:19])[CH2:5][CH2:4]1. The reactants are Cl.[F:2][C:3]1([F:9])[CH2:8][CH2:7][NH:6][CH2:5][CH2:4]1.C([O-])([O-])=O.[K+].[K+].Br[CH2:17][C:18]#[N:19]. The yield is 0.930. The catalyst is C(#N)C.O.